From a dataset of Full USPTO retrosynthesis dataset with 1.9M reactions from patents (1976-2016). Predict the reactants needed to synthesize the given product. (1) Given the product [CH:10]1([N:13]([CH:27]2[CH2:32][CH2:31][N:30]([CH2:33][C:34]([F:7])([CH3:36])[CH3:35])[CH2:29][CH2:28]2)[C:14](=[O:26])[C:15]2[CH:20]=[CH:19][C:18]([C:21]3[O:25][CH:24]=[N:23][CH:22]=3)=[CH:17][CH:16]=2)[CH2:12][CH2:11]1, predict the reactants needed to synthesize it. The reactants are: C(N(S(F)(F)[F:7])CC)C.[CH:10]1([N:13]([CH:27]2[CH2:32][CH2:31][N:30]([CH2:33][C:34](O)([CH3:36])[CH3:35])[CH2:29][CH2:28]2)[C:14](=[O:26])[C:15]2[CH:20]=[CH:19][C:18]([C:21]3[O:25][CH:24]=[N:23][CH:22]=3)=[CH:17][CH:16]=2)[CH2:12][CH2:11]1.C([O-])(O)=O.[Na+]. (2) Given the product [CH:3]([C:4]1[CH:5]=[C:6]([CH:16]=[CH:17][C:18]=1[N+:19]([O-:21])=[O:20])[O:7][C:8]1[CH:9]=[C:10]([CH:13]=[CH:14][CH:15]=1)[C:11]#[N:12])=[O:2], predict the reactants needed to synthesize it. The reactants are: C[O:2][CH:3](OC)[C:4]1[CH:5]=[C:6]([CH:16]=[CH:17][C:18]=1[N+:19]([O-:21])=[O:20])[O:7][C:8]1[CH:9]=[C:10]([CH:13]=[CH:14][CH:15]=1)[C:11]#[N:12].Cl. (3) Given the product [C:9]([C:8]1[C:15]([C:14]2[CH:18]=[CH:19][C:20]([Cl:22])=[CH:21][C:13]=2[Cl:12])=[C:33]([C:34]([O:36][CH2:37][CH3:38])=[O:35])[S:11][C:7]=1[N:1]1[CH2:6][CH2:5][O:4][CH2:3][CH2:2]1)#[N:10], predict the reactants needed to synthesize it. The reactants are: [N:1]1([C:7](=[S:11])[CH2:8][C:9]#[N:10])[CH2:6][CH2:5][O:4][CH2:3][CH2:2]1.[Cl:12][C:13]1[CH:21]=[C:20]([Cl:22])[CH:19]=[CH:18][C:14]=1[C:15](Cl)=O.CCN(C(C)C)C(C)C.I[CH2:33][C:34]([O:36][CH2:37][CH3:38])=[O:35]. (4) Given the product [CH2:3]([N:7]1[C:12]2=[C:25]([CH3:26])[NH:27][CH:28]=[C:11]2[C:10](=[O:13])[N:9]([CH3:14])[C:8]1=[O:15])[CH:4]([CH3:6])[CH3:5], predict the reactants needed to synthesize it. The reactants are: [H-].[Na+].[CH2:3]([N:7]1[CH:12]=[CH:11][C:10](=[O:13])[N:9]([CH3:14])[C:8]1=[O:15])[CH:4]([CH3:6])[CH3:5].C1(C)C=CC(S([CH:25]([N+:27]#[C-:28])[CH3:26])(=O)=O)=CC=1.